This data is from Full USPTO retrosynthesis dataset with 1.9M reactions from patents (1976-2016). The task is: Predict the reactants needed to synthesize the given product. (1) Given the product [Cl:58][C:55]1[CH:54]=[CH:53][C:52]([CH2:51][N:38]2[C:37](=[O:59])[C:36]([CH2:33][OH:34])=[CH:41][C:40]([C:42]3[CH:43]=[CH:44][C:45]4[O:49][CH2:48][CH2:47][C:46]=4[CH:50]=3)=[N:39]2)=[CH:57][CH:56]=1, predict the reactants needed to synthesize it. The reactants are: FC1C=CC(CN2C(=O)C(CN3CCN(C)CC3)=CC(C3C=CC4OCCC=4C=3)=N2)=CC=1.[C:33]([C:36]1[C:37](=[O:59])[N:38]([CH2:51][C:52]2[CH:57]=[CH:56][C:55]([Cl:58])=[CH:54][CH:53]=2)[N:39]=[C:40]([C:42]2[CH:43]=[CH:44][C:45]3[O:49][CH2:48][CH2:47][C:46]=3[CH:50]=2)[CH:41]=1)(O)=[O:34]. (2) Given the product [C:1]([O:37][C:36]([N:33]1[CH2:34][CH2:35][CH:30]([NH:29][C:26]([C:23]2[C:19]3[N:20]=[CH:21][N:22]=[C:17]([C:7]4[CH:8]=[C:9]([F:16])[C:10]([O:12][CH2:13][O:14][CH3:15])=[CH:11][C:6]=4[O:5][CH2:4][CH:1]4[CH2:2][CH2:3]4)[C:18]=3[NH:25][CH:24]=2)=[O:27])[CH2:31][CH2:32]1)=[O:38])([CH3:4])([CH3:3])[CH3:2], predict the reactants needed to synthesize it. The reactants are: [CH:1]1([CH2:4][O:5][C:6]2[CH:11]=[C:10]([O:12][CH2:13][O:14][CH3:15])[C:9]([F:16])=[CH:8][C:7]=2[C:17]2[C:18]3[NH:25][CH:24]=[C:23]([C:26](O)=[O:27])[C:19]=3[N:20]=[CH:21][N:22]=2)[CH2:3][CH2:2]1.[NH2:29][CH:30]1[CH2:35][CH2:34][N:33]([C:36]([OH:38])=[O:37])[CH2:32][CH2:31]1.